Dataset: Retrosynthesis with 50K atom-mapped reactions and 10 reaction types from USPTO. Task: Predict the reactants needed to synthesize the given product. Given the product CC(=O)[C@H]1[C@H](C=O)C1(C)C, predict the reactants needed to synthesize it. The reactants are: CC(=O)[C@H]1[C@H](C(=O)O)C1(C)C.